This data is from Catalyst prediction with 721,799 reactions and 888 catalyst types from USPTO. The task is: Predict which catalyst facilitates the given reaction. (1) Product: [C:20]([O:19][C:17]([N:24]1[CH2:29][CH2:28][CH:27]([N:14]2[CH2:15][CH2:16][N:11]([CH2:8][CH2:9][CH3:10])[CH2:12][CH2:13]2)[CH2:26][CH2:25]1)=[O:18])([CH3:23])([CH3:22])[CH3:21]. The catalyst class is: 5. Reactant: C([O-])(=O)C.[Na+].Br.Br.[CH2:8]([N:11]1[CH2:16][CH2:15][NH:14][CH2:13][CH2:12]1)[CH2:9][CH3:10].[C:17]([N:24]1[CH2:29][CH2:28][C:27](=O)[CH2:26][CH2:25]1)([O:19][C:20]([CH3:23])([CH3:22])[CH3:21])=[O:18].C([BH3-])#N.[Na+]. (2) Reactant: [H-].[Al+3].[Li+].[H-].[H-].[H-].CON(C)[C:10]([C@H:12]1[CH2:21][C:20]2[C:15](=[CH:16][CH:17]=[CH:18][CH:19]=2)[CH2:14][N:13]1[C:22]([O:24][C:25]([CH3:28])([CH3:27])[CH3:26])=[O:23])=[O:11]. Product: [CH:10]([C@H:12]1[CH2:21][C:20]2[C:15](=[CH:16][CH:17]=[CH:18][CH:19]=2)[CH2:14][N:13]1[C:22]([O:24][C:25]([CH3:28])([CH3:27])[CH3:26])=[O:23])=[O:11]. The catalyst class is: 28. (3) Reactant: [CH3:1][C@H:2]1[O:7][CH2:6][C@@H:5]([C:8]2[CH:13]=[CH:12][CH:11]=[CH:10][CH:9]=2)[NH:4][CH2:3]1.Cl[C:15]1[N:25]=[CH:24][C:18]2[O:19][CH2:20][C:21](=[O:23])[NH:22][C:17]=2[CH:16]=1. Product: [CH3:1][C@@H:2]1[CH2:3][N:4]([C:15]2[N:25]=[CH:24][C:18]3[O:19][CH2:20][C:21](=[O:23])[NH:22][C:17]=3[CH:16]=2)[C@H:5]([C:8]2[CH:9]=[CH:10][CH:11]=[CH:12][CH:13]=2)[CH2:6][O:7]1. The catalyst class is: 16. (4) Reactant: [CH2:1]([O:8][C:9]1[CH:14]=[CH:13][C:12]([O:15][CH2:16][C@H:17]2[O:19][CH2:18]2)=[CH:11][C:10]=1[N:20](C(OC(C)(C)C)=O)[S:21]([CH3:24])(=[O:23])=[O:22])[C:2]1[CH:7]=[CH:6][CH:5]=[CH:4][CH:3]=1.[CH2:32]1[C:41]2[C:36](=[CH:37][CH:38]=[CH:39][CH:40]=2)[CH2:35][CH2:34][CH:33]1[CH2:42][NH2:43].Cl. Product: [CH2:1]([O:8][C:9]1[CH:14]=[CH:13][C:12]([O:15][CH2:16][C@@H:17]([OH:19])[CH2:18][NH:43][CH2:42][CH:33]2[CH2:34][CH2:35][C:36]3[C:41](=[CH:40][CH:39]=[CH:38][CH:37]=3)[CH2:32]2)=[CH:11][C:10]=1[NH:20][S:21]([CH3:24])(=[O:22])=[O:23])[C:2]1[CH:3]=[CH:4][CH:5]=[CH:6][CH:7]=1. The catalyst class is: 8. (5) Reactant: [CH3:1][S:2][C:3]1[CH:8]=[CH:7][C:6]([C:9]2[C:13]3[CH:14]=[C:15]([C:18]([NH:20][NH2:21])=[O:19])[CH:16]=[CH:17][C:12]=3[O:11][CH:10]=2)=[CH:5][CH:4]=1.[CH3:22][N:23]=[C:24]=[S:25]. Product: [CH3:22][NH:23][C:24]([NH:21][NH:20][C:18]([C:15]1[CH:16]=[CH:17][C:12]2[O:11][CH:10]=[C:9]([C:6]3[CH:5]=[CH:4][C:3]([S:2][CH3:1])=[CH:8][CH:7]=3)[C:13]=2[CH:14]=1)=[O:19])=[S:25]. The catalyst class is: 8. (6) Reactant: [F:1][C:2]1[CH:7]=[CH:6][C:5]([CH2:8][C:9]([NH:11][NH:12][C:13]([C:15]2[C:16]([O:26][CH3:27])=[C:17]3[C:22](=[O:23])[N:21]([CH3:24])[CH2:20][CH2:19][N:18]3[CH:25]=2)=O)=O)=[CH:4][CH:3]=1.COC1C=CC(P2(SP(C3C=CC(OC)=CC=3)(=S)S2)=[S:37])=CC=1. Product: [F:1][C:2]1[CH:7]=[CH:6][C:5]([CH2:8][C:9]2[S:37][C:13]([C:15]3[C:16]([O:26][CH3:27])=[C:17]4[C:22](=[O:23])[N:21]([CH3:24])[CH2:20][CH2:19][N:18]4[CH:25]=3)=[N:12][N:11]=2)=[CH:4][CH:3]=1. The catalyst class is: 1. (7) Reactant: [OH-:1].[K+].[CH3:3][O:4][C:5]1[CH:12]=[CH:11][CH:10]=[CH:9][C:6]=1[C:7]#[N:8].Cl.[NH2:14]O. Product: [OH:1][NH:8][C:7](=[NH:14])[C:6]1[CH:9]=[CH:10][CH:11]=[CH:12][C:5]=1[O:4][CH3:3]. The catalyst class is: 8.